This data is from Reaction yield outcomes from USPTO patents with 853,638 reactions. The task is: Predict the reaction yield, written as a fraction of the theoretical maximum amount of product (1.0 means a 100% yield; for example, 0.34 means a 34% yield). (1) The reactants are C[N:2]1[CH:7]=[C:6]([N+]([O-])=O)[CH:5]=[C:4]([N+:11]([O-:13])=[O:12])[C:3]1=O.[CH3:15][CH:16](C)[C:17](=O)C.N. The catalyst is CO. The product is [CH:16]([C:7]1[CH:6]=[CH:5][C:4]([N+:11]([O-:13])=[O:12])=[CH:3][N:2]=1)([CH3:17])[CH3:15]. The yield is 0.280. (2) The reactants are [CH:1]1[CH:6]=[CH:5][C:4]([N:7]([C:14]2[CH:19]=[CH:18][C:17](Br)=[CH:16][CH:15]=2)[C:8]2[CH:13]=[CH:12][CH:11]=[CH:10][CH:9]=2)=[CH:3][CH:2]=1.C([Li])CCC.[B:26](OC)([O:29]C)[O:27]C.Cl. The catalyst is CCCCCC.O1CCCC1. The product is [C:4]1([N:7]([C:8]2[CH:13]=[CH:12][CH:11]=[CH:10][CH:9]=2)[C:14]2[CH:19]=[CH:18][C:17]([B:26]([OH:29])[OH:27])=[CH:16][CH:15]=2)[CH:5]=[CH:6][CH:1]=[CH:2][CH:3]=1. The yield is 0.580. (3) The reactants are C([O:3][C:4](=[O:34])[CH:5]([O:31][CH2:32][CH3:33])[CH2:6][C:7]1[CH:15]=[CH:14][C:13]([O:16][CH2:17][CH2:18][C:19]2[N:20]=[C:21]([C:25]3[CH:30]=[CH:29][CH:28]=[CH:27][CH:26]=3)[O:22][C:23]=2[CH3:24])=[C:12]2[C:8]=1[CH2:9][CH2:10][CH2:11]2)C.[Li+].[OH-].Cl. The catalyst is O1CCOCC1.O. The product is [CH2:32]([O:31][CH:5]([CH2:6][C:7]1[CH:15]=[CH:14][C:13]([O:16][CH2:17][CH2:18][C:19]2[N:20]=[C:21]([C:25]3[CH:26]=[CH:27][CH:28]=[CH:29][CH:30]=3)[O:22][C:23]=2[CH3:24])=[C:12]2[C:8]=1[CH2:9][CH2:10][CH2:11]2)[C:4]([OH:34])=[O:3])[CH3:33]. The yield is 0.589.